Dataset: Catalyst prediction with 721,799 reactions and 888 catalyst types from USPTO. Task: Predict which catalyst facilitates the given reaction. (1) Reactant: [N+:1]([C:4]1[CH:5]=[C:6]([CH:10]=[C:11]([C:13]([F:16])([F:15])[F:14])[CH:12]=1)[C:7]([OH:9])=O)([O-:3])=[O:2].C(Cl)(=O)C(Cl)=O.[CH2:23]([N:25]1[CH2:30][CH2:29][NH:28][CH2:27][CH2:26]1)[CH3:24]. Product: [N+:1]([C:4]1[CH:5]=[C:6]([C:7]([N:28]2[CH2:29][CH2:30][N:25]([CH2:23][CH3:24])[CH2:26][CH2:27]2)=[O:9])[CH:10]=[C:11]([C:13]([F:16])([F:15])[F:14])[CH:12]=1)([O-:3])=[O:2]. The catalyst class is: 85. (2) Reactant: [CH2:1]([O:3][C:4]([CH:6]1[CH2:9][C:8]([OH:19])([C:10]2[CH:15]=[CH:14][C:13]([CH:16]=[N:17][OH:18])=[CH:12][CH:11]=2)[CH2:7]1)=[O:5])[CH3:2].ClN1C(=O)CCC1=O.C(=O)([O-])O.[K+].[Cl:33][C:34]1[CH:39]=[C:38]([C:40]([C:42]([F:45])([F:44])[F:43])=[CH2:41])[CH:37]=[C:36]([Cl:46])[C:35]=1[Cl:47]. Product: [CH2:1]([O:3][C:4]([CH:6]1[CH2:9][C:8]([OH:19])([C:10]2[CH:11]=[CH:12][C:13]([C:16]3[CH2:41][C:40]([C:38]4[CH:37]=[C:36]([Cl:46])[C:35]([Cl:47])=[C:34]([Cl:33])[CH:39]=4)([C:42]([F:45])([F:44])[F:43])[O:18][N:17]=3)=[CH:14][CH:15]=2)[CH2:7]1)=[O:5])[CH3:2]. The catalyst class is: 3. (3) Reactant: [CH3:1][O:2][C:3]([C:5]1[CH:31]=[CH:30][C:8]2[N:9]=[C:10]([NH:12][CH:13]3[CH2:18][CH2:17][N:16](CC4C=CC(O)=C(OCC)C=4)[CH2:15][CH2:14]3)[O:11][C:7]=2[CH:6]=1)=[O:4].[CH2:32]([O:36][C:37]1[CH:38]=[C:39]([CH:42]=[CH:43][C:44]=1[O:45][CH3:46])[CH:40]=O)[CH:33]([CH3:35])[CH3:34].C([BH3-])#N.[Na+].C(N(C(C)C)C(C)C)C. Product: [CH3:1][O:2][C:3]([C:5]1[CH:31]=[CH:30][C:8]2[N:9]=[C:10]([NH:12][CH:13]3[CH2:18][CH2:17][N:16]([CH2:40][C:39]4[CH:42]=[CH:43][C:44]([O:45][CH3:46])=[C:37]([O:36][CH2:32][CH:33]([CH3:35])[CH3:34])[CH:38]=4)[CH2:15][CH2:14]3)[O:11][C:7]=2[CH:6]=1)=[O:4]. The catalyst class is: 212. (4) Reactant: [CH2:1]([Mg]Cl)[CH2:2][CH2:3][CH2:4][CH2:5][CH2:6][CH2:7][CH2:8][CH2:9][CH2:10][CH2:11][CH2:12][CH2:13][CH2:14][CH2:15][CH2:16][CH2:17][CH3:18].Cl[Si:22]([Cl:27])([CH:25]=[CH2:26])C=C.[CH3:28][CH2:29]CCCC. Product: [Cl:27][SiH2:22][CH2:25][CH2:26][CH2:1][CH2:2][CH2:3][CH2:4][CH2:5][CH2:6][CH2:7][CH2:8][CH2:9][CH2:10][CH2:11][CH2:12][CH2:13][CH2:14][CH2:15][CH:16]([CH:28]=[CH2:29])[CH:17]=[CH2:18]. The catalyst class is: 1.